Predict the reactants needed to synthesize the given product. From a dataset of Full USPTO retrosynthesis dataset with 1.9M reactions from patents (1976-2016). (1) Given the product [NH2:26][C:24]1[S:25][CH:2]=[C:3]([C:5]2[CH:6]=[CH:7][C:8]3[N:9]([CH:11]=[C:12]([C:14]([NH:16][C:17]4[CH:22]=[CH:21][CH:20]=[CH:19][CH:18]=4)=[O:15])[N:13]=3)[CH:10]=2)[N:23]=1, predict the reactants needed to synthesize it. The reactants are: Br[CH2:2][C:3]([C:5]1[CH:6]=[CH:7][C:8]2[N:9]([CH:11]=[C:12]([C:14]([NH:16][C:17]3[CH:22]=[CH:21][CH:20]=[CH:19][CH:18]=3)=[O:15])[N:13]=2)[CH:10]=1)=O.[NH2:23][C:24]([NH2:26])=[S:25]. (2) Given the product [C:1]([C:3]1[CH:30]=[CH:29][C:6]2[NH:7][C:8]([C:10]3([C:17]4[C:25]([O:26][CH3:27])=[CH:24][C:23]([CH3:28])=[C:22]5[C:18]=4[CH:19]=[CH:20][NH:21]5)[CH2:12][CH:11]3[C:13]([OH:15])=[O:14])=[N:9][C:5]=2[CH:4]=1)#[N:2], predict the reactants needed to synthesize it. The reactants are: [C:1]([C:3]1[CH:30]=[CH:29][C:6]2[NH:7][C:8]([C:10]3([C:17]4[C:25]([O:26][CH3:27])=[CH:24][C:23]([CH3:28])=[C:22]5[C:18]=4[CH:19]=[CH:20][NH:21]5)[CH2:12][CH:11]3[C:13]([O:15]C)=[O:14])=[N:9][C:5]=2[CH:4]=1)#[N:2].[I-].[Li+]. (3) Given the product [C:43]([O:42][C:41]([NH:40][C@@H:36]1[CH2:37][CH2:38][CH2:39][N:34]([C:7]2[N:6]=[C:5]([NH:11][C:12]3[CH:17]=[CH:16][C:15]([N:18]4[CH2:23][CH2:22][N:21]([C:24]([O:26][CH2:27][C:28]5[CH:33]=[CH:32][CH:31]=[CH:30][CH:29]=5)=[O:25])[CH2:20][CH2:19]4)=[CH:14][CH:13]=3)[C:4]([C:1](=[O:3])[NH2:2])=[CH:9][CH:8]=2)[CH2:35]1)=[O:47])([CH3:46])([CH3:44])[CH3:45], predict the reactants needed to synthesize it. The reactants are: [C:1]([C:4]1[C:5]([NH:11][C:12]2[CH:17]=[CH:16][C:15]([N:18]3[CH2:23][CH2:22][N:21]([C:24]([O:26][CH2:27][C:28]4[CH:33]=[CH:32][CH:31]=[CH:30][CH:29]=4)=[O:25])[CH2:20][CH2:19]3)=[CH:14][CH:13]=2)=[N:6][C:7](Cl)=[CH:8][CH:9]=1)(=[O:3])[NH2:2].[NH:34]1[CH2:39][CH2:38][CH2:37][C@@H:36]([NH:40][C:41](=[O:47])[O:42][C:43]([CH3:46])([CH3:45])[CH3:44])[CH2:35]1.CCN(C(C)C)C(C)C. (4) Given the product [F:14][C:15]1[CH:20]=[CH:19][C:18]([C:2]2[N:6]3[CH:7]=[CH:8][C:9]([CH2:11][O:12][CH3:13])=[N:10][C:5]3=[N:4][CH:3]=2)=[CH:17][C:16]=1[C:30]1[C:31]([C:36]#[N:37])=[CH:32][CH:33]=[CH:34][CH:35]=1, predict the reactants needed to synthesize it. The reactants are: Br[C:2]1[N:6]2[CH:7]=[CH:8][C:9]([CH2:11][O:12][CH3:13])=[N:10][C:5]2=[N:4][CH:3]=1.[F:14][C:15]1[CH:20]=[CH:19][C:18](B2OC(C)(C)C(C)(C)O2)=[CH:17][C:16]=1[C:30]1[C:31]([C:36]#[N:37])=[CH:32][CH:33]=[CH:34][CH:35]=1. (5) The reactants are: Cl.[C:2]1([C:8]2[O:12][N:11]=[C:10]([CH:13]3[O:18][CH2:17][CH2:16][NH:15][CH2:14]3)[N:9]=2)[CH:7]=[CH:6][CH:5]=[CH:4][CH:3]=1.[CH3:19][N:20]1[C:25](=[O:26])[CH:24]=[C:23]([C:27]2[CH:32]=[CH:31][N:30]=[CH:29][N:28]=2)[N:22]=[C:21]1N1CCOC(C2ON=C(C3C=CC=CC=3)N=2)C1.C(N(CC)CC)C. Given the product [CH3:19][N:20]1[C:25](=[O:26])[CH:24]=[C:23]([C:27]2[CH:32]=[CH:31][N:30]=[CH:29][N:28]=2)[N:22]=[C:21]1[N:15]1[CH2:16][CH2:17][O:18][CH:13]([C:10]2[N:9]=[C:8]([C:2]3[CH:3]=[CH:4][CH:5]=[CH:6][CH:7]=3)[O:12][N:11]=2)[CH2:14]1, predict the reactants needed to synthesize it. (6) Given the product [CH3:15][O:16][C:17](=[O:26])[CH:18]([N:9]1[C:10]2[C:6](=[CH:5][C:4]([CH3:3])=[CH:12][CH:11]=2)[C:7](=[O:14])[C:8]1=[O:13])[CH2:19][CH:20]1[CH2:21][CH2:22][CH2:23][CH2:24]1, predict the reactants needed to synthesize it. The reactants are: [H-].[Na+].[CH3:3][C:4]1[CH:5]=[C:6]2[C:10](=[CH:11][CH:12]=1)[NH:9][C:8](=[O:13])[C:7]2=[O:14].[CH3:15][O:16][C:17](=[O:26])[CH:18](Br)[CH2:19][CH:20]1[CH2:24][CH2:23][CH2:22][CH2:21]1. (7) Given the product [CH2:1]([N:3]([CH2:4][C:5]1[CH:6]=[CH:7][C:8]([CH2:11][N:12]2[CH2:13][CH2:14][N:15]([C:18]3[C:23]([C:24]([O:26][CH:27]([CH3:28])[CH3:29])=[O:25])=[CH:22][CH:21]=[CH:20][N:19]=3)[CH2:16][CH2:17]2)=[CH:9][CH:10]=1)[CH2:30][C:31]1[CH:36]=[CH:35][CH:34]=[CH:33][CH:32]=1)[CH3:2], predict the reactants needed to synthesize it. The reactants are: [CH2:1]([NH:3][CH2:4][C:5]1[CH:10]=[CH:9][C:8]([CH2:11][N:12]2[CH2:17][CH2:16][N:15]([C:18]3[C:23]([C:24]([O:26][CH:27]([CH3:29])[CH3:28])=[O:25])=[CH:22][CH:21]=[CH:20][N:19]=3)[CH2:14][CH2:13]2)=[CH:7][CH:6]=1)[CH3:2].[CH:30](=O)[C:31]1[CH:36]=[CH:35][CH:34]=[CH:33][CH:32]=1.C(O)(=O)C.C([BH3-])#N.[Na+]. (8) Given the product [Cl:1][C:2]1[CH:7]=[C:6]([C:8]2[N:23]([C:18]3[CH:19]=[CH:20][C:21]([F:22])=[C:16]([Cl:15])[CH:17]=3)[N:11]=[CH:10][CH:9]=2)[CH:5]=[CH:4][N:3]=1, predict the reactants needed to synthesize it. The reactants are: [Cl:1][C:2]1[CH:7]=[C:6]([C:8](=O)[CH:9]=[CH:10][N:11](C)C)[CH:5]=[CH:4][N:3]=1.[Cl:15][C:16]1[CH:17]=[C:18]([NH:23]N)[CH:19]=[CH:20][C:21]=1[F:22].O. (9) Given the product [NH2:24][C:2]1[C:11]2[N:12]=[C:13]([CH2:20][O:21][CH2:22][CH3:23])[N:14]([CH2:15][C:16]([CH3:19])([CH3:18])[OH:17])[C:10]=2[C:9]2[CH:8]=[CH:7][CH:6]=[CH:5][C:4]=2[N:3]=1, predict the reactants needed to synthesize it. The reactants are: Cl[C:2]1[C:11]2[N:12]=[C:13]([CH2:20][O:21][CH2:22][CH3:23])[N:14]([CH2:15][C:16]([CH3:19])([CH3:18])[OH:17])[C:10]=2[C:9]2[CH:8]=[CH:7][CH:6]=[CH:5][C:4]=2[N:3]=1.[NH3:24]. (10) Given the product [CH3:31][O:30][C:23]1[CH:24]=[C:25]([O:28][CH3:29])[CH:26]=[CH:27][C:22]=1[CH2:21][N:6]1[C:7](=[O:20])[C@@H:8]([NH:9][C:10](=[O:19])[O:11][CH2:12][C:13]2[CH:18]=[CH:17][CH:16]=[CH:15][CH:14]=2)[C@H:5]1[CH:2]=[O:1], predict the reactants needed to synthesize it. The reactants are: [OH:1][C@H:2]([C@@H:5]1[C@H:8]([NH:9][C:10](=[O:19])[O:11][CH2:12][C:13]2[CH:18]=[CH:17][CH:16]=[CH:15][CH:14]=2)[C:7](=[O:20])[N:6]1[CH2:21][C:22]1[CH:27]=[CH:26][C:25]([O:28][CH3:29])=[CH:24][C:23]=1[O:30][CH3:31])CO.I([O-])(=O)(=O)=O.[Na+].